From a dataset of Forward reaction prediction with 1.9M reactions from USPTO patents (1976-2016). Predict the product of the given reaction. (1) Given the reactants C([N:4]1[C:13]2[C:12]3=[N:14][C:15]([CH3:18])=[C:16]([CH3:17])[N:11]3[CH:10]=[CH:9][C:8]=2[C@@H:7]([OH:19])[C@H:6]([OH:20])[C@H:5]1[C:21]1[CH:26]=[CH:25][CH:24]=[CH:23][CH:22]=1)(=O)C.C(=O)([O-])[O-].[K+].[K+], predict the reaction product. The product is: [OH:19][C@@H:7]1[C:8]2[CH:9]=[CH:10][N:11]3[C:16]([CH3:17])=[C:15]([CH3:18])[N:14]=[C:12]3[C:13]=2[NH:4][C@H:5]([C:21]2[CH:22]=[CH:23][CH:24]=[CH:25][CH:26]=2)[C@H:6]1[OH:20]. (2) Given the reactants C1(P(C2C=CC=CC=2)C2C=CC=CC=2)C=CC=CC=1.[C:20]([O:23][CH2:24][C:25](=O)[NH:26][C:27]1[CH:32]=[CH:31][C:30]([S:33]([F:38])([F:37])([F:36])([F:35])[F:34])=[CH:29][CH:28]=1)(=[O:22])[CH3:21].C[Si]([N:44]=[N+:45]=[N-:46])(C)C, predict the reaction product. The product is: [C:20]([O:23][CH2:24][C:25]1[N:26]([C:27]2[CH:32]=[CH:31][C:30]([S:33]([F:38])([F:37])([F:36])([F:35])[F:34])=[CH:29][CH:28]=2)[N:46]=[N:45][N:44]=1)(=[O:22])[CH3:21]. (3) Given the reactants [NH2:1][CH2:2][CH2:3][CH2:4][N:5]([C:11]([O:13][C:14]([CH3:17])([CH3:16])[CH3:15])=[O:12])[CH2:6][C:7](OC)=[O:8].[OH-].[Li+], predict the reaction product. The product is: [O:8]=[C:7]1[NH:1][CH2:2][CH2:3][CH2:4][N:5]([C:11]([O:13][C:14]([CH3:17])([CH3:16])[CH3:15])=[O:12])[CH2:6]1. (4) Given the reactants [F:1][C:2]1[CH:7]=[C:6]([F:8])[CH:5]=[CH:4][C:3]=1[NH:9][C:10]1[CH:15]=[CH:14][C:13]([C:16]([C:18]2[CH:23]=[C:22]([OH:24])[CH:21]=[CH:20][C:19]=2[CH3:25])=[O:17])=[C:12]([N+:26]([O-:28])=[O:27])[CH:11]=1.Cl.Cl[CH2:31][CH2:32][N:33]1[CH2:38][CH2:37][O:36][CH2:35][CH2:34]1.C([O-])([O-])=O.[K+].[K+].[Na+].[I-], predict the reaction product. The product is: [F:1][C:2]1[CH:7]=[C:6]([F:8])[CH:5]=[CH:4][C:3]=1[NH:9][C:10]1[CH:15]=[CH:14][C:13]([C:16]([C:18]2[CH:23]=[C:22]([O:24][CH2:31][CH2:32][N:33]3[CH2:38][CH2:37][O:36][CH2:35][CH2:34]3)[CH:21]=[CH:20][C:19]=2[CH3:25])=[O:17])=[C:12]([N+:26]([O-:28])=[O:27])[CH:11]=1. (5) The product is: [NH2:52][C:53]1([C:58]([N:21]2[CH2:22][CH2:23][CH:18]([N:4]([CH:1]3[CH2:3][CH2:2]3)[S:5]([C:8]3[CH:13]=[CH:12][CH:11]=[C:10]([C:14]([F:17])([F:15])[F:16])[CH:9]=3)(=[O:6])=[O:7])[CH2:19][CH2:20]2)=[O:59])[CH2:57][CH2:56][CH2:55][CH2:54]1. Given the reactants [CH:1]1([N:4]([CH:18]2[CH2:23][CH2:22][NH:21][CH2:20][CH2:19]2)[S:5]([C:8]2[CH:13]=[CH:12][CH:11]=[C:10]([C:14]([F:17])([F:16])[F:15])[CH:9]=2)(=[O:7])=[O:6])[CH2:3][CH2:2]1.C1C=CC2N(O)N=NC=2C=1.CCN=C=NCCCN(C)C.C(OC([NH:52][C:53]1([C:58](O)=[O:59])[CH2:57][CH2:56][CH2:55][CH2:54]1)=O)(C)(C)C, predict the reaction product. (6) Given the reactants [Cl:1][C:2]1[CH:15]=[C:14]([F:16])[CH:13]=[CH:12][C:3]=1[CH2:4][NH:5][C:6]1[S:7][CH2:8][C:9](=[O:11])[N:10]=1.[CH2:17]([O:19][C:20]1[C:29]2[C:24](=[CH:25][CH:26]=[C:27]([CH:30]=O)[CH:28]=2)[N:23]=[C:22]([NH:32][CH3:33])[N:21]=1)[CH3:18].C(O)(=O)C1C=CC=CC=1.N1CCCCC1, predict the reaction product. The product is: [Cl:1][C:2]1[CH:15]=[C:14]([F:16])[CH:13]=[CH:12][C:3]=1[CH2:4][NH:5][C:6]1[S:7][C:8](=[CH:30][C:27]2[CH:28]=[C:29]3[C:24](=[CH:25][CH:26]=2)[N:23]=[C:22]([NH:32][CH3:33])[N:21]=[C:20]3[O:19][CH2:17][CH3:18])[C:9](=[O:11])[N:10]=1.